Predict the reaction yield, written as a fraction of the theoretical maximum amount of product (1.0 means a 100% yield; for example, 0.34 means a 34% yield). From a dataset of Reaction yield outcomes from USPTO patents with 853,638 reactions. (1) The reactants are [Cl:1][C:2]1[N:7]=[C:6]([NH2:8])[C:5]([NH:9][CH2:10][CH2:11][CH2:12][C:13]([F:16])([F:15])[F:14])=[CH:4][CH:3]=1.[OH:17][CH2:18][C:19](O)=O.Cl.N. No catalyst specified. The product is [Cl:1][C:2]1[N:7]=[C:6]2[N:8]=[C:19]([CH2:18][OH:17])[N:9]([CH2:10][CH2:11][CH2:12][C:13]([F:16])([F:14])[F:15])[C:5]2=[CH:4][CH:3]=1. The yield is 0.650. (2) The reactants are [F:1][C:2]1[CH:7]=[C:6]([C:8]2[CH:13]=[CH:12][N:11]=[C:10]3[NH:14][C:15]([C:17]4[CH:18]=[N:19][N:20]([CH3:22])[CH:21]=4)=[N:16][C:9]=23)[CH:5]=[CH:4][C:3]=1[C:23]1([NH:26]C(=O)OC(C)(C)C)[CH2:25][CH2:24]1. The catalyst is Cl.CO. The product is [F:1][C:2]1[CH:7]=[C:6]([C:8]2[CH:13]=[CH:12][N:11]=[C:10]3[NH:14][C:15]([C:17]4[CH:18]=[N:19][N:20]([CH3:22])[CH:21]=4)=[N:16][C:9]=23)[CH:5]=[CH:4][C:3]=1[C:23]1([NH2:26])[CH2:25][CH2:24]1. The yield is 0.980. (3) The reactants are [CH2:1]([NH:8][CH2:9][CH2:10][N:11]1[C:20]2[C:15]([C:16](=[O:22])[NH:17][C:18](=[O:21])[N:19]=2)=[N:14][C:13]2[CH:23]=[C:24]([CH3:28])[C:25](Cl)=[CH:26][C:12]1=2)[C:2]1[CH:7]=[CH:6][CH:5]=[CH:4][CH:3]=1.[CH:29]1([NH2:32])[CH2:31][CH2:30]1. The catalyst is CS(C)=O. The product is [CH2:1]([NH:8][CH2:9][CH2:10][N:11]1[C:20]2[C:15]([C:16](=[O:22])[NH:17][C:18](=[O:21])[N:19]=2)=[N:14][C:13]2[CH:23]=[C:24]([CH3:28])[C:25]([NH:32][CH:29]3[CH2:31][CH2:30]3)=[CH:26][C:12]1=2)[C:2]1[CH:7]=[CH:6][CH:5]=[CH:4][CH:3]=1. The yield is 0.0900. (4) The reactants are [Cl:1][C:2]1[CH:16]=[CH:15][C:14]([Cl:17])=[CH:13][C:3]=1[C:4]([C:6]1[CH:11]=[CH:10][C:9](F)=[CH:8][CH:7]=1)=[O:5].[NH:18]1[CH:22]=[CH:21][CH:20]=[CH:19]1.C(=O)([O-])[O-].[K+].[K+].O. The catalyst is C1(C)C=CC=CC=1. The product is [Cl:1][C:2]1[CH:16]=[CH:15][C:14]([Cl:17])=[CH:13][C:3]=1[C:4]([C:6]1[CH:11]=[CH:10][C:9]([N:18]2[CH:22]=[CH:21][CH:20]=[CH:19]2)=[CH:8][CH:7]=1)=[O:5]. The yield is 0.793. (5) The reactants are [Cl:1][C:2]1[CH:7]=[CH:6][CH:5]=[C:4]([Cl:8])[C:3]=1[N:9]1[C:13]([CH2:14][O:15][C:16]2[CH:21]=[CH:20][C:19]([NH:22][CH3:23])=[C:18]([CH3:24])[CH:17]=2)=[C:12]([CH:25]([CH3:27])[CH3:26])[CH:11]=[N:10]1.[CH3:28][O:29][C:30](=[O:40])[CH2:31][C:32]1[CH:37]=[CH:36][C:35]([CH2:38]Br)=[CH:34][CH:33]=1.C(=O)([O-])[O-].[Cs+].[Cs+]. The catalyst is C(#N)C. The product is [CH3:28][O:29][C:30](=[O:40])[CH2:31][C:32]1[CH:37]=[CH:36][C:35]([CH2:38][N:22]([C:19]2[CH:20]=[CH:21][C:16]([O:15][CH2:14][C:13]3[N:9]([C:3]4[C:4]([Cl:8])=[CH:5][CH:6]=[CH:7][C:2]=4[Cl:1])[N:10]=[CH:11][C:12]=3[CH:25]([CH3:27])[CH3:26])=[CH:17][C:18]=2[CH3:24])[CH3:23])=[CH:34][CH:33]=1. The yield is 0.680. (6) The reactants are [CH2:1]([O:8][C:9]([NH:11]/[C:12](=[CH:17]\[C:18]1[S:19][CH:20]=[C:21]([Br:23])[CH:22]=1)/[C:13]([O:15][CH3:16])=[O:14])=[O:10])[C:2]1[CH:7]=[CH:6][CH:5]=[CH:4][CH:3]=1.C(N(CC)CC)C.[NH2:31][C:32]1[CH:37]=[CH:36][CH:35]=[CH:34][C:33]=1[SH:38]. The catalyst is CO. The product is [NH2:31][C:32]1[CH:37]=[CH:36][CH:35]=[CH:34][C:33]=1[S:38][CH:17]([C:18]1[S:19][CH:20]=[C:21]([Br:23])[CH:22]=1)[C@@H:12]([C:13]([O:15][CH3:16])=[O:14])[NH:11][C:9]([O:8][CH2:1][C:2]1[CH:7]=[CH:6][CH:5]=[CH:4][CH:3]=1)=[O:10]. The yield is 0.460.